This data is from Peptide-MHC class I binding affinity with 185,985 pairs from IEDB/IMGT. The task is: Regression. Given a peptide amino acid sequence and an MHC pseudo amino acid sequence, predict their binding affinity value. This is MHC class I binding data. (1) The peptide sequence is VCEEFFHQK. The MHC is HLA-A03:01 with pseudo-sequence HLA-A03:01. The binding affinity (normalized) is 0.134. (2) The peptide sequence is VGNDMPGGY. The MHC is HLA-A30:01 with pseudo-sequence HLA-A30:01. The binding affinity (normalized) is 0.00315. (3) The binding affinity (normalized) is 0. The MHC is HLA-A03:01 with pseudo-sequence HLA-A03:01. The peptide sequence is IKGTSGTEK. (4) The peptide sequence is NFGTIILNK. The MHC is HLA-A11:01 with pseudo-sequence HLA-A11:01. The binding affinity (normalized) is 0.353. (5) The peptide sequence is KALIATATW. The MHC is HLA-B58:01 with pseudo-sequence HLA-B58:01. The binding affinity (normalized) is 0.764. (6) The peptide sequence is IMIGVLVGV. The MHC is HLA-A68:02 with pseudo-sequence HLA-A68:02. The binding affinity (normalized) is 0.585. (7) The peptide sequence is KLLWFLTGT. The binding affinity (normalized) is 0.129. The MHC is H-2-Dd with pseudo-sequence H-2-Dd. (8) The binding affinity (normalized) is 0. The peptide sequence is FSAVGNICY. The MHC is HLA-A24:02 with pseudo-sequence HLA-A24:02. (9) The peptide sequence is KADAVVADL. The MHC is HLA-A02:06 with pseudo-sequence HLA-A02:06. The binding affinity (normalized) is 0.288.